This data is from Forward reaction prediction with 1.9M reactions from USPTO patents (1976-2016). The task is: Predict the product of the given reaction. The product is: [F:1][C:2]1([F:20])[CH2:5][CH:4]([NH:6][C:7]2[N:15]=[CH:14][C:13]([C:16]([F:19])([F:18])[F:17])=[CH:12][C:8]=2[C:9]([NH:26][C:22]([CH3:23])([C:24]#[CH:25])[CH3:21])=[O:11])[CH2:3]1. Given the reactants [F:1][C:2]1([F:20])[CH2:5][CH:4]([NH:6][C:7]2[N:15]=[CH:14][C:13]([C:16]([F:19])([F:18])[F:17])=[CH:12][C:8]=2[C:9]([OH:11])=O)[CH2:3]1.[CH3:21][C:22]([NH2:26])([C:24]#[CH:25])[CH3:23].C1C=CC2N(O)N=NC=2C=1.CCN=C=NCCCN(C)C.CCN(C(C)C)C(C)C, predict the reaction product.